Dataset: CYP2C9 inhibition data for predicting drug metabolism from PubChem BioAssay. Task: Regression/Classification. Given a drug SMILES string, predict its absorption, distribution, metabolism, or excretion properties. Task type varies by dataset: regression for continuous measurements (e.g., permeability, clearance, half-life) or binary classification for categorical outcomes (e.g., BBB penetration, CYP inhibition). Dataset: cyp2c9_veith. (1) The drug is Cc1ccccc1OCC(=O)OC1CCN(C)CC1.Cl. The result is 0 (non-inhibitor). (2) The molecule is O=C1CCC[C@H]2O[C@]12[C@@H](O)CCc1ccccc1. The result is 0 (non-inhibitor). (3) The molecule is O=C(c1csnn1)N1CCC[C@@]2(CCN(c3ncccn3)C2)C1. The result is 0 (non-inhibitor). (4) The compound is N#C/C(=C\c1ccc(O)c(O)c1)C(=O)NCCc1ccccc1. The result is 0 (non-inhibitor). (5) The drug is O=C(C=C1SCCS1)/C=C/c1ccco1. The result is 0 (non-inhibitor). (6) The result is 0 (non-inhibitor). The molecule is CN(C(=O)c1ccc(Cl)c(Cl)c1)[C@H]1CCCC[C@@H]1N1CCCC1. (7) The compound is Cc1cc(C)cc(OCC(=O)NNC(=O)c2cc(C)[nH]n2)c1. The result is 1 (inhibitor). (8) The drug is N#Cc1cccc(-c2nc3cnc(N4CCOCC4)nc3n(C3CC3)c2=O)c1. The result is 0 (non-inhibitor). (9) The molecule is Cc1nc2cnc(Oc3ccccc3)nc2n(CCc2ccccc2)c1=O. The result is 0 (non-inhibitor). (10) The molecule is O=c1c(-c2ccccc2)nc2cnc(Oc3ccccc3)nc2n1C1CC1. The result is 1 (inhibitor).